Task: Predict the reactants needed to synthesize the given product.. Dataset: Full USPTO retrosynthesis dataset with 1.9M reactions from patents (1976-2016) Given the product [ClH:27].[C:8]([C:12]1[N:13]=[C:14]([CH:28]2[CH2:29][CH2:30][CH2:31]2)[CH:15]=[C:16]([N:18]2[CH2:23][CH2:22][N:21]([CH2:24][CH2:25][CH2:26][S:7][C:5]3[S:6][C:2]([CH3:1])=[N:3][N:4]=3)[CH2:20][CH2:19]2)[N:17]=1)([CH3:11])([CH3:9])[CH3:10], predict the reactants needed to synthesize it. The reactants are: [CH3:1][C:2]1[S:6][C:5]([SH:7])=[N:4][N:3]=1.[C:8]([C:12]1[N:17]=[C:16]([N:18]2[CH2:23][CH2:22][N:21]([CH2:24][CH2:25][CH2:26][Cl:27])[CH2:20][CH2:19]2)[CH:15]=[C:14]([CH:28]2[CH2:31][CH2:30][CH2:29]2)[N:13]=1)([CH3:11])([CH3:10])[CH3:9].